From a dataset of Full USPTO retrosynthesis dataset with 1.9M reactions from patents (1976-2016). Predict the reactants needed to synthesize the given product. Given the product [OH:40][N:39]=[C:1]([C:4]1[CH:9]=[CH:8][CH:7]=[CH:6][C:5]=1[CH:10]1[O:14][N:13]=[C:12]([C:15]2[N:16]=[C:17]([CH:20]3[CH2:21][CH2:22][N:23]([C:26](=[O:38])[CH2:27][N:28]4[C:32]([CH3:33])=[CH:31][C:30]([C:34]([F:36])([F:37])[F:35])=[N:29]4)[CH2:24][CH2:25]3)[S:18][CH:19]=2)[CH2:11]1)[CH3:2], predict the reactants needed to synthesize it. The reactants are: [C:1]([C:4]1[CH:9]=[CH:8][CH:7]=[CH:6][C:5]=1[CH:10]1[O:14][N:13]=[C:12]([C:15]2[N:16]=[C:17]([CH:20]3[CH2:25][CH2:24][N:23]([C:26](=[O:38])[CH2:27][N:28]4[C:32]([CH3:33])=[CH:31][C:30]([C:34]([F:37])([F:36])[F:35])=[N:29]4)[CH2:22][CH2:21]3)[S:18][CH:19]=2)[CH2:11]1)(=O)[CH3:2].[NH2:39][OH:40].O.